From a dataset of Full USPTO retrosynthesis dataset with 1.9M reactions from patents (1976-2016). Predict the reactants needed to synthesize the given product. (1) Given the product [F:1][C:2]1[CH:7]=[CH:6][C:5]([C:8]2[O:9][C:10]3[CH:20]=[CH:19][C:18]([C:21]4[CH:22]=[C:23]([C:24](=[O:25])[NH:37][C:35]5([C:34]6[CH:33]=[C:32]([CH3:31])[O:40][N:39]=6)[CH2:36][CH2:41]5)[CH:27]=[CH:28][C:29]=4[CH3:30])=[CH:17][C:11]=3[C:12]=2[C:13]([NH:14][CH3:15])=[O:16])=[CH:4][CH:3]=1, predict the reactants needed to synthesize it. The reactants are: [F:1][C:2]1[CH:7]=[CH:6][C:5]([C:8]2[O:9][C:10]3[CH:20]=[CH:19][C:18]([C:21]4[CH:22]=[C:23]([CH:27]=[CH:28][C:29]=4[CH3:30])[C:24](O)=[O:25])=[CH:17][C:11]=3[C:12]=2[C:13](=[O:16])[NH:14][CH3:15])=[CH:4][CH:3]=1.[CH:31]1[CH:32]=[CH:33][C:34]2[N:39]([OH:40])N=[N:37][C:35]=2[CH:36]=1.[CH3:41]CN=C=NCCCN(C)C.Cl.C(N(C(C)C)CC)(C)C. (2) The reactants are: [CH2:1]([O:3][C:4]1[CH:13]=[C:12]2[C:7]([CH:8]=[CH:9][C:10]([F:15])=[C:11]2[F:14])=[CH:6][CH:5]=1)[CH3:2].[Li]CCCC.B(OC)(OC)[O:22]C.OO. Given the product [CH2:1]([O:3][C:4]1[CH:13]=[C:12]2[C:7](=[CH:6][CH:5]=1)[CH:8]=[C:9]([OH:22])[C:10]([F:15])=[C:11]2[F:14])[CH3:2], predict the reactants needed to synthesize it.